From a dataset of Forward reaction prediction with 1.9M reactions from USPTO patents (1976-2016). Predict the product of the given reaction. (1) Given the reactants Br[C:2]1[CH:7]=[CH:6][C:5]([Cl:8])=[CH:4][C:3]=1[F:9].[CH3:10][O:11][C:12](=[O:30])[C:13]1[CH:18]=[CH:17][C:16]([CH3:19])=[C:15]([C:20](=[O:29])[C:21]2[CH:26]=[CH:25][C:24]([NH2:27])=[CH:23][C:22]=2[Cl:28])[CH:14]=1.C1(P(C2CCCCC2)C2C=CC=CC=2C2C(C(C)C)=CC(C(C)C)=CC=2C(C)C)CCCCC1.C([O-])([O-])=O.[Cs+].[Cs+], predict the reaction product. The product is: [CH3:10][O:11][C:12](=[O:30])[C:13]1[CH:18]=[CH:17][C:16]([CH3:19])=[C:15]([C:20](=[O:29])[C:21]2[CH:26]=[CH:25][C:24]([NH:27][C:2]3[CH:7]=[CH:6][C:5]([Cl:8])=[CH:4][C:3]=3[F:9])=[CH:23][C:22]=2[Cl:28])[CH:14]=1. (2) Given the reactants [I:1][C:2]1[C:10]2[C:5](=[N:6][CH:7]=[CH:8][CH:9]=2)[NH:4][N:3]=1.C(=O)([O-])[O-].[K+].[K+].Br[CH2:18][C:19]([O:21][C:22]([CH3:25])([CH3:24])[CH3:23])=[O:20], predict the reaction product. The product is: [C:22]([O:21][C:19](=[O:20])[CH2:18][N:4]1[C:5]2=[N:6][CH:7]=[CH:8][CH:9]=[C:10]2[C:2]([I:1])=[N:3]1)([CH3:25])([CH3:24])[CH3:23]. (3) Given the reactants [OH:1][CH:2]([C:6]1[CH:7]=[C:8]2[C:31](=[CH:32][CH:33]=1)[C:12]1=[N:13][O:14][C:15]([C:16]3[C:20]([C:21]([F:24])([F:23])[F:22])=[C:19]([C:25]4[CH:30]=[CH:29][CH:28]=[CH:27][CH:26]=4)[O:18][N:17]=3)=[C:11]1[CH2:10][CH2:9]2)[C:3]([OH:5])=[O:4].[CH3:34][Si](C=[N+]=[N-])(C)C.CC(O)=O, predict the reaction product. The product is: [OH:1][CH:2]([C:6]1[CH:7]=[C:8]2[C:31](=[CH:32][CH:33]=1)[C:12]1=[N:13][O:14][C:15]([C:16]3[C:20]([C:21]([F:22])([F:23])[F:24])=[C:19]([C:25]4[CH:26]=[CH:27][CH:28]=[CH:29][CH:30]=4)[O:18][N:17]=3)=[C:11]1[CH2:10][CH2:9]2)[C:3]([O:5][CH3:34])=[O:4]. (4) Given the reactants [CH3:1][C:2]([CH3:32])([CH3:31])[CH2:3][CH:4]([C:21]1[CH:30]=[CH:29][C:24]([C:25](OC)=[O:26])=[CH:23][CH:22]=1)[NH:5][C:6]1[CH:7]=[N:8][C:9]([N:12]2[CH:16]=[C:15]([C:17]([F:20])([F:19])[F:18])[N:14]=[CH:13]2)=[CH:10][CH:11]=1.[OH-].[Li+].Cl.F[P-](F)(F)(F)(F)F.N1(OC(N(C)C)=[N+](C)C)C2N=CC=CC=2N=N1.Cl.[NH2:61][CH2:62][CH2:63][C:64]([O:66]C)=[O:65].C(NC(C)C)(C)C.[Cl-].[NH4+], predict the reaction product. The product is: [CH3:31][C:2]([CH3:1])([CH3:32])[CH2:3][CH:4]([C:21]1[CH:22]=[CH:23][C:24]([C:25]([NH:61][CH2:62][CH2:63][C:64]([OH:66])=[O:65])=[O:26])=[CH:29][CH:30]=1)[NH:5][C:6]1[CH:7]=[N:8][C:9]([N:12]2[CH:16]=[C:15]([C:17]([F:18])([F:20])[F:19])[N:14]=[CH:13]2)=[CH:10][CH:11]=1. (5) Given the reactants [Cl:1][C:2]1[CH:3]=[C:4]([CH:9]2[N:14]3[N:15]=[CH:16][CH:17]=[C:13]3[N:12]([C:18]([O:20][C:21]([CH3:24])([CH3:23])[CH3:22])=[O:19])[C:11]([CH3:25])=[C:10]2[C:26](=[O:39])[NH:27][S:28]([C:31]2[CH:36]=[CH:35][C:34]([O:37][CH3:38])=[CH:33][CH:32]=2)(=[O:30])=[O:29])[CH:5]=[CH:6][C:7]=1[Cl:8].IC.[C:42]([O-])([O-])=O.[K+].[K+], predict the reaction product. The product is: [Cl:1][C:2]1[CH:3]=[C:4]([CH:9]2[N:14]3[N:15]=[CH:16][CH:17]=[C:13]3[N:12]([C:18]([O:20][C:21]([CH3:24])([CH3:23])[CH3:22])=[O:19])[C:11]([CH3:25])=[C:10]2[C:26](=[O:39])[N:27]([S:28]([C:31]2[CH:36]=[CH:35][C:34]([O:37][CH3:38])=[CH:33][CH:32]=2)(=[O:29])=[O:30])[CH3:42])[CH:5]=[CH:6][C:7]=1[Cl:8]. (6) The product is: [CH3:15][S:5][C:4]([N:6]1[N:10]=[CH:9][C:8]2([CH2:14][CH2:13][CH2:12][CH2:11]2)[CH2:7]1)=[N:3][CH2:1][CH3:2]. Given the reactants [CH2:1]([NH:3][C:4]([N:6]1[N:10]=[CH:9][C:8]2([CH2:14][CH2:13][CH2:12][CH2:11]2)[CH2:7]1)=[S:5])[CH3:2].[C:15]1(C)C=CC(S(OC)(=O)=O)=CC=1, predict the reaction product.